Task: Predict the product of the given reaction.. Dataset: Forward reaction prediction with 1.9M reactions from USPTO patents (1976-2016) The product is: [CH3:29][C:19]1[C:20]([CH:21]([CH2:26][CH2:27][CH3:28])[C:22]([O:24][CH3:25])=[O:23])=[C:15]([O:7][C:1]2[CH:6]=[CH:5][CH:4]=[CH:3][CH:2]=2)[N:16]=[C:17]([C:30]2[CH:35]=[CH:34][CH:33]=[CH:32][CH:31]=2)[N:18]=1. Given the reactants [C:1]1([OH:7])[CH:6]=[CH:5][CH:4]=[CH:3][CH:2]=1.C(=O)([O-])[O-].[Cs+].[Cs+].Cl[C:15]1[C:20]([CH:21]([CH2:26][CH2:27][CH3:28])[C:22]([O:24][CH3:25])=[O:23])=[C:19]([CH3:29])[N:18]=[C:17]([C:30]2[CH:35]=[CH:34][CH:33]=[CH:32][CH:31]=2)[N:16]=1, predict the reaction product.